Dataset: Peptide-MHC class I binding affinity with 185,985 pairs from IEDB/IMGT. Task: Regression. Given a peptide amino acid sequence and an MHC pseudo amino acid sequence, predict their binding affinity value. This is MHC class I binding data. (1) The peptide sequence is NTFRHRVVV. The MHC is HLA-A03:01 with pseudo-sequence HLA-A03:01. The binding affinity (normalized) is 0.00442. (2) The peptide sequence is TLLVLGILLVVAGL. The MHC is HLA-A68:02 with pseudo-sequence HLA-A68:02. The binding affinity (normalized) is 0. (3) The peptide sequence is QPFPPQQPY. The MHC is HLA-B51:01 with pseudo-sequence HLA-B51:01. The binding affinity (normalized) is 0. (4) The peptide sequence is KLMSGKDVF. The MHC is HLA-B15:01 with pseudo-sequence HLA-B15:01. The binding affinity (normalized) is 0.841. (5) The peptide sequence is GLFCLLNRY. The MHC is HLA-A68:01 with pseudo-sequence HLA-A68:01. The binding affinity (normalized) is 0.105. (6) The peptide sequence is ETFGFEIQSY. The MHC is HLA-B51:01 with pseudo-sequence HLA-B51:01. The binding affinity (normalized) is 0. (7) The peptide sequence is NACSANNSHH. The MHC is HLA-A03:01 with pseudo-sequence HLA-A03:01. The binding affinity (normalized) is 0.